This data is from Catalyst prediction with 721,799 reactions and 888 catalyst types from USPTO. The task is: Predict which catalyst facilitates the given reaction. Reactant: [NH2:1][C:2]1[CH:10]=[CH:9][CH:8]=[C:7]2[C:3]=1[CH2:4][CH2:5][CH:6]2[N:11]1[CH2:16][CH2:15][N:14]([C:17]([CH:19]2[CH2:23][CH2:22][CH2:21][CH2:20]2)=[O:18])[C@@H:13]([CH3:24])[CH2:12]1.[CH3:25][C:26]1[CH:34]=[CH:33][C:29]([C:30](O)=[O:31])=[CH:28][N:27]=1.CCN(C(C)C)C(C)C.C1C=CC2N(O)N=NC=2C=1.C(Cl)CCl. Product: [CH:19]1([C:17]([N:14]2[CH2:15][CH2:16][N:11]([CH:6]3[C:7]4[C:3](=[C:2]([NH:1][C:30](=[O:31])[C:29]5[CH:33]=[CH:34][C:26]([CH3:25])=[N:27][CH:28]=5)[CH:10]=[CH:9][CH:8]=4)[CH2:4][CH2:5]3)[CH2:12][C@@H:13]2[CH3:24])=[O:18])[CH2:20][CH2:21][CH2:22][CH2:23]1. The catalyst class is: 3.